This data is from Catalyst prediction with 721,799 reactions and 888 catalyst types from USPTO. The task is: Predict which catalyst facilitates the given reaction. (1) Reactant: [CH2:1]([O:8][N:9]1[C:15](=[O:16])[N:14]2[CH2:17][C@H:10]1[CH2:11][CH2:12][C@H:13]2[C:18]([NH:20][NH:21][C:22](=O)[CH2:23][CH:24]1[CH2:27][CH:26]([NH:28][C:29](=[O:35])[O:30][C:31]([CH3:34])([CH3:33])[CH3:32])[CH2:25]1)=[O:19])[C:2]1[CH:7]=[CH:6][CH:5]=[CH:4][CH:3]=1.N1C=CC=CC=1.O(S(C(F)(F)F)(=O)=O)S(C(F)(F)F)(=O)=O.C([O-])(O)=O.[Na+]. Product: [CH2:1]([O:8][N:9]1[C:15](=[O:16])[N:14]2[CH2:17][C@H:10]1[CH2:11][CH2:12][C@H:13]2[C:18]1[O:19][C:22]([CH2:23][CH:24]2[CH2:25][CH:26]([NH:28][C:29](=[O:35])[O:30][C:31]([CH3:34])([CH3:33])[CH3:32])[CH2:27]2)=[N:21][N:20]=1)[C:2]1[CH:7]=[CH:6][CH:5]=[CH:4][CH:3]=1. The catalyst class is: 2. (2) Reactant: [CH2:1]([O:3][C:4]([C:6]1[C:7]([CH2:11][O:12]C(C)(C)C)=[N:8][NH:9][CH:10]=1)=[O:5])[CH3:2].FC(F)(F)C(O)=O. Product: [CH2:1]([O:3][C:4]([C:6]1[C:7]([CH2:11][OH:12])=[N:8][NH:9][CH:10]=1)=[O:5])[CH3:2]. The catalyst class is: 4. (3) Reactant: C(O[C:4](=[N:6][C:7](=O)[C:8]1[CH:13]=[CH:12][C:11]([F:14])=[CH:10][CH:9]=1)[CH3:5])C.Cl.[CH3:17][S:18][C:19]1[CH:24]=[CH:23][C:22]([NH:25][NH2:26])=[CH:21][CH:20]=1.C(N(CC)CC)C.O. Product: [F:14][C:11]1[CH:10]=[CH:9][C:8]([C:7]2[N:25]([C:22]3[CH:23]=[CH:24][C:19]([S:18][CH3:17])=[CH:20][CH:21]=3)[N:26]=[C:4]([CH3:5])[N:6]=2)=[CH:13][CH:12]=1. The catalyst class is: 98. (4) Reactant: [NH:1]1[CH2:6][CH2:5][CH:4]([N:7]2[CH:11]=[C:10]([C:12]3[CH:17]=[N:16][N:15]4[C:18]([C:21]5[CH:22]=[C:23]([NH:27][C:28]([NH:30][CH2:31][C:32]([F:35])([F:34])[F:33])=[O:29])[CH:24]=[CH:25][CH:26]=5)=[CH:19][N:20]=[C:14]4[CH:13]=3)[CH:9]=[N:8]2)[CH2:3][CH2:2]1.[CH3:36][O:37][CH2:38][C:39](Cl)=[O:40].C(N(CC)C(C)C)(C)C. Product: [CH3:36][O:37][CH2:38][C:39]([N:1]1[CH2:6][CH2:5][CH:4]([N:7]2[CH:11]=[C:10]([C:12]3[CH:17]=[N:16][N:15]4[C:18]([C:21]5[CH:22]=[C:23]([NH:27][C:28]([NH:30][CH2:31][C:32]([F:33])([F:35])[F:34])=[O:29])[CH:24]=[CH:25][CH:26]=5)=[CH:19][N:20]=[C:14]4[CH:13]=3)[CH:9]=[N:8]2)[CH2:3][CH2:2]1)=[O:40]. The catalyst class is: 16. (5) Reactant: [F:1][C:2]1[CH:7]=[CH:6][C:5]([N:8]2[C:12]([CH2:13][CH:14]([CH3:16])[CH3:15])=[CH:11][C:10]([C:17](OCC)=[O:18])=[N:9]2)=[CH:4][CH:3]=1.[H-].C([Al+]CC(C)C)C(C)C.CO.Cl. Product: [F:1][C:2]1[CH:3]=[CH:4][C:5]([N:8]2[C:12]([CH2:13][CH:14]([CH3:15])[CH3:16])=[CH:11][C:10]([CH:17]=[O:18])=[N:9]2)=[CH:6][CH:7]=1. The catalyst class is: 46. (6) The catalyst class is: 6. Reactant: [N+:1]([C:4]1[CH:10]=[CH:9][C:7]([NH2:8])=[CH:6][CH:5]=1)([O-:3])=[O:2].Cl[CH2:12][C:13]([OH:15])=[O:14]. Product: [N+:1]([C:4]1[CH:10]=[CH:9][C:7]([NH:8][CH2:12][C:13]([OH:15])=[O:14])=[CH:6][CH:5]=1)([O-:3])=[O:2]. (7) Reactant: P(Cl)(Cl)Cl.C[O:6][C:7]1[CH:8]=[CH:9][C:10]2[CH2:19][CH2:18][CH2:17][C:16]3[N:15]=[C:14]([C:20]4[CH:25]=[CH:24][N:23]=[CH:22][CH:21]=4)[NH:13][C:12]=3[C:11]=2[CH:26]=1.C(=O)(O)[O-].[Na+].C(OCC)(=O)C. The catalyst class is: 4. Product: [OH:6][C:7]1[CH:8]=[CH:9][C:10]2[CH2:19][CH2:18][CH2:17][C:16]3[N:15]=[C:14]([C:20]4[CH:25]=[CH:24][N:23]=[CH:22][CH:21]=4)[NH:13][C:12]=3[C:11]=2[CH:26]=1. (8) Product: [O:30]=[C:14]([C:11]1[CH:12]=[CH:13][C:8]([C:5]2[CH:4]=[CH:3][C:2]([NH:1][C:31](=[O:36])[CH2:32][CH2:33][CH2:34][CH3:35])=[CH:7][CH:6]=2)=[CH:9][CH:10]=1)[CH2:15][CH:16]([CH2:22][CH2:23][C:24]1[CH:25]=[CH:26][CH:27]=[CH:28][CH:29]=1)[C:17]([O:19][CH2:20][CH3:21])=[O:18]. Reactant: [NH2:1][C:2]1[CH:7]=[CH:6][C:5]([C:8]2[CH:13]=[CH:12][C:11]([C:14](=[O:30])[CH2:15][CH:16]([CH2:22][CH2:23][C:24]3[CH:29]=[CH:28][CH:27]=[CH:26][CH:25]=3)[C:17]([O:19][CH2:20][CH3:21])=[O:18])=[CH:10][CH:9]=2)=[CH:4][CH:3]=1.[C:31](Cl)(=[O:36])[CH2:32][CH2:33][CH2:34][CH3:35]. The catalyst class is: 4. (9) Reactant: C([O:4][CH2:5][C:6]1[C:11]([N:12]2[C:24](=[O:25])[C:23]3[S:22][C:21]4[CH2:20][CH2:19][CH2:18][CH2:17][C:16]=4[C:15]=3[CH2:14][CH2:13]2)=[CH:10][C:9]([F:26])=[CH:8][C:7]=1[C:27]1[N:35]=[C:34]2[C:30]([N:31]=[CH:32][NH:33]2)=[C:29]([NH:36][C:37]2[CH:42]=[CH:41][C:40]([N:43]3[CH2:48][CH2:47][N:46]([CH:49]4[CH2:52][O:51][CH2:50]4)[CH2:45][CH2:44]3)=[CH:39][CH:38]=2)[N:28]=1)(=O)C.[OH-].[Li+]. Product: [F:26][C:9]1[CH:8]=[C:7]([C:27]2[N:35]=[C:34]3[C:30]([N:31]=[CH:32][NH:33]3)=[C:29]([NH:36][C:37]3[CH:38]=[CH:39][C:40]([N:43]4[CH2:44][CH2:45][N:46]([CH:49]5[CH2:50][O:51][CH2:52]5)[CH2:47][CH2:48]4)=[CH:41][CH:42]=3)[N:28]=2)[C:6]([CH2:5][OH:4])=[C:11]([N:12]2[CH2:13][CH2:14][C:15]3[C:16]4[CH2:17][CH2:18][CH2:19][CH2:20][C:21]=4[S:22][C:23]=3[C:24]2=[O:25])[CH:10]=1. The catalyst class is: 854. (10) Reactant: [C:1](/[C:3](=[C:7](/OCC)\[CH3:8])/[C:4](=[S:6])[NH2:5])#[N:2].[NH:12]1[CH2:17][CH2:16][CH2:15][CH2:14][CH2:13]1. Product: [C:1](/[C:3](=[C:7](/[N:12]1[CH2:17][CH2:16][CH2:15][CH2:14][CH2:13]1)\[CH3:8])/[C:4](=[S:6])[NH2:5])#[N:2]. The catalyst class is: 8.